From a dataset of Full USPTO retrosynthesis dataset with 1.9M reactions from patents (1976-2016). Predict the reactants needed to synthesize the given product. (1) Given the product [C:1]12([C:11]3[N:12]=[C:13]([CH3:18])[S:14][C:15]=3[CH2:16][N:19]=[N+:20]=[N-:21])[CH2:10][CH:5]3[CH2:6][CH:7]([CH2:9][CH:3]([CH2:4]3)[CH2:2]1)[CH2:8]2, predict the reactants needed to synthesize it. The reactants are: [C:1]12([C:11]3[N:12]=[C:13]([CH3:18])[S:14][C:15]=3[CH2:16]Cl)[CH2:10][CH:5]3[CH2:6][CH:7]([CH2:9][CH:3]([CH2:4]3)[CH2:2]1)[CH2:8]2.[N-:19]=[N+:20]=[N-:21].[Na+].O. (2) Given the product [CH3:1][CH:2]1[CH2:7][CH2:6][CH2:5][CH:4]([CH3:8])[N:3]1[CH2:9][CH2:10][NH:11][C:13]1[N:14]=[N+:15]([O-:23])[C:16]2[CH:22]=[CH:21][CH:20]=[CH:19][C:17]=2[N:18]=1, predict the reactants needed to synthesize it. The reactants are: [CH3:1][CH:2]1[CH2:7][CH2:6][CH2:5][CH:4]([CH3:8])[N:3]1[CH2:9][CH2:10][NH2:11].Cl[C:13]1[N:14]=[N+:15]([O-:23])[C:16]2[CH:22]=[CH:21][CH:20]=[CH:19][C:17]=2[N:18]=1.CCN(CC)CC. (3) Given the product [CH:22]1([N:10]2[C:11]3[C:16]([C:17]([O:19][CH3:20])=[O:18])=[CH:15][NH:14][C:13](=[O:21])[C:12]=3[C:8]([C:5]3[CH:4]=[C:3]([C:1]4[NH:33][C:27](=[O:30])[O:28][N:2]=4)[S:7][CH:6]=3)=[CH:9]2)[CH2:26][CH2:25][CH2:24][CH2:23]1, predict the reactants needed to synthesize it. The reactants are: [C:1]([C:3]1[S:7][CH:6]=[C:5]([C:8]2[C:12]3[C:13](=[O:21])[NH:14][CH:15]=[C:16]([C:17]([O:19][CH3:20])=[O:18])[C:11]=3[N:10]([CH:22]3[CH2:26][CH2:25][CH2:24][CH2:23]3)[CH:9]=2)[CH:4]=1)#[N:2].[C:27](=[O:30])([O-])[OH:28].[Na+].Cl.[NH2:33]O.O. (4) The reactants are: [F:1][C:2]1[CH:7]=[CH:6][C:5]([F:8])=[CH:4][C:3]=1[S:9]([N:12]([C:16]1[CH:21]=[CH:20][CH:19]=[C:18]([C:22]2[C:26]([C:27]3[CH:32]=[CH:31][N:30]=[CH:29][CH:28]=3)=[CH:25][N:24]([CH2:33][CH2:34]O)[N:23]=2)[C:17]=1[F:36])[CH2:13][O:14][CH3:15])(=[O:11])=[O:10].C(Cl)Cl.S(Cl)(C)(=O)=O.[CH3:45][N:46]1[CH2:51][CH2:50][NH:49][CH2:48][CH2:47]1. Given the product [F:1][C:2]1[CH:7]=[CH:6][C:5]([F:8])=[CH:4][C:3]=1[S:9]([N:12]([C:16]1[CH:21]=[CH:20][CH:19]=[C:18]([C:22]2[C:26]([C:27]3[CH:32]=[CH:31][N:30]=[CH:29][CH:28]=3)=[CH:25][N:24]([CH2:33][CH2:34][N:49]3[CH2:50][CH2:51][N:46]([CH3:45])[CH2:47][CH2:48]3)[N:23]=2)[C:17]=1[F:36])[CH2:13][O:14][CH3:15])(=[O:10])=[O:11], predict the reactants needed to synthesize it.